Dataset: Full USPTO retrosynthesis dataset with 1.9M reactions from patents (1976-2016). Task: Predict the reactants needed to synthesize the given product. Given the product [N:15]1[CH:16]=[CH:17][CH:18]=[CH:19][C:14]=1[C:7]1[CH:8]=[CH:9][C:4]([C:1]([OH:3])=[O:2])=[CH:5][CH:6]=1, predict the reactants needed to synthesize it. The reactants are: [C:1]([C:4]1[CH:9]=[CH:8][C:7](B(O)O)=[CH:6][CH:5]=1)([OH:3])=[O:2].Br[C:14]1[CH:19]=[CH:18][CH:17]=[CH:16][N:15]=1.